Task: Predict the reactants needed to synthesize the given product.. Dataset: Full USPTO retrosynthesis dataset with 1.9M reactions from patents (1976-2016) (1) Given the product [C:15]([C:3]1[C:4]([NH2:9])=[N:5][CH:6]=[CH:7][CH:8]=1)#[CH:16], predict the reactants needed to synthesize it. The reactants are: C[Si](C)(C)[C:3]1[C:4]([NH:9]C#C)=[N:5][CH:6]=[CH:7][CH:8]=1.[F-].[CH2:15]([N+](CCCC)(CCCC)CCCC)[CH2:16]CC.O. (2) Given the product [Br:15][C:12]1[CH:13]=[CH:14][C:9]([C:4]2[C:3]([CH2:2][S:24][CH2:23][CH2:22][C:16]3[CH:21]=[CH:20][CH:19]=[CH:18][CH:17]=3)=[C:7]([CH3:8])[O:6][N:5]=2)=[CH:10][CH:11]=1, predict the reactants needed to synthesize it. The reactants are: Br[CH2:2][C:3]1[C:4]([C:9]2[CH:14]=[CH:13][C:12]([Br:15])=[CH:11][CH:10]=2)=[N:5][O:6][C:7]=1[CH3:8].[C:16]1([CH2:22][CH2:23][SH:24])[CH:21]=[CH:20][CH:19]=[CH:18][CH:17]=1.